Dataset: Forward reaction prediction with 1.9M reactions from USPTO patents (1976-2016). Task: Predict the product of the given reaction. (1) Given the reactants C(OC([NH:11][C:12]12[CH2:20][CH2:19][CH:16]([CH2:17][CH2:18]1)[CH2:15][N:14]1[C:21](=[O:31])[C:22]([OH:30])=[C:23]([C:25]([O:27][CH2:28][CH3:29])=[O:26])[N:24]=[C:13]21)=O)C1C=CC=CC=1.Cl.[H][H], predict the reaction product. The product is: [NH2:11][C:12]12[CH2:18][CH2:17][CH:16]([CH2:19][CH2:20]1)[CH2:15][N:14]1[C:21](=[O:31])[C:22]([OH:30])=[C:23]([C:25]([O:27][CH2:28][CH3:29])=[O:26])[N:24]=[C:13]21. (2) Given the reactants Br[C:2]1[CH:3]=[N:4][CH:5]=[N:6][CH:7]=1.[NH2:8][CH:9]1[CH2:14][CH2:13][N:12]([C:15]([O:17][C:18]([CH3:21])([CH3:20])[CH3:19])=[O:16])[CH2:11][CH2:10]1.C(O[Na])(C)(C)C, predict the reaction product. The product is: [C:18]([O:17][C:15]([N:12]1[CH2:13][CH2:14][CH:9]([NH:8][C:2]2[CH:3]=[N:4][CH:5]=[N:6][CH:7]=2)[CH2:10][CH2:11]1)=[O:16])([CH3:21])([CH3:19])[CH3:20]. (3) Given the reactants [C:1]([O:5][C:6]([N:8]1[C:16]2[C:11](=[CH:12][CH:13]=[C:14]([NH2:17])[CH:15]=2)[C:10]([C:18]2[CH:23]=[CH:22][CH:21]=[CH:20][CH:19]=2)=[N:9]1)=[O:7])([CH3:4])([CH3:3])[CH3:2].[CH2:24]=O, predict the reaction product. The product is: [C:1]([O:5][C:6]([N:8]1[C:16]2[C:11](=[CH:12][CH:13]=[C:14]([NH:17][CH3:24])[CH:15]=2)[C:10]([C:18]2[CH:23]=[CH:22][CH:21]=[CH:20][CH:19]=2)=[N:9]1)=[O:7])([CH3:4])([CH3:2])[CH3:3]. (4) Given the reactants [C:1]([O:5][C:6](=[O:23])[NH:7][CH2:8][CH2:9][CH2:10][CH2:11][NH:12][CH:13]1[C:18]2=[N:19][CH:20]=[CH:21][CH:22]=[C:17]2[O:16][CH2:15][CH2:14]1)([CH3:4])([CH3:3])[CH3:2].C(N(CC)C(C)C)(C)C.[C:33]([O:37][C:38]([N:40]1[C:44]2[CH:45]=[CH:46][CH:47]=[CH:48][C:43]=2[N:42]=[C:41]1[CH2:49]Cl)=[O:39])([CH3:36])([CH3:35])[CH3:34].[I-].[K+], predict the reaction product. The product is: [C:33]([O:37][C:38]([N:40]1[C:44]2[CH:45]=[CH:46][CH:47]=[CH:48][C:43]=2[N:42]=[C:41]1[CH2:49][N:12]([CH2:11][CH2:10][CH2:9][CH2:8][NH:7][C:6]([O:5][C:1]([CH3:4])([CH3:2])[CH3:3])=[O:23])[CH:13]1[C:18]2=[N:19][CH:20]=[CH:21][CH:22]=[C:17]2[O:16][CH2:15][CH2:14]1)=[O:39])([CH3:36])([CH3:35])[CH3:34].